From a dataset of Catalyst prediction with 721,799 reactions and 888 catalyst types from USPTO. Predict which catalyst facilitates the given reaction. Reactant: [CH3:1][C:2]1[CH:3]=[C:4]([CH2:9][CH2:10][C:11]([C:13]2[C:14]([CH:20]3[CH2:25][CH2:24][N:23]([C:26]([O:28][C:29]([CH3:32])([CH3:31])[CH3:30])=[O:27])[CH2:22][CH2:21]3)=[N:15][C:16]([CH3:19])=[N:17][CH:18]=2)=[O:12])[CH:5]=[C:6]([CH3:8])[CH:7]=1.[CH3:33][Mg]Br.[NH4+].[Cl-]. Product: [CH3:8][C:6]1[CH:5]=[C:4]([CH2:9][CH2:10][C:11]([C:13]2[C:14]([CH:20]3[CH2:21][CH2:22][N:23]([C:26]([O:28][C:29]([CH3:32])([CH3:31])[CH3:30])=[O:27])[CH2:24][CH2:25]3)=[N:15][C:16]([CH3:19])=[N:17][CH:18]=2)([OH:12])[CH3:33])[CH:3]=[C:2]([CH3:1])[CH:7]=1. The catalyst class is: 1.